This data is from NCI-60 drug combinations with 297,098 pairs across 59 cell lines. The task is: Regression. Given two drug SMILES strings and cell line genomic features, predict the synergy score measuring deviation from expected non-interaction effect. (1) Drug 1: CC12CCC3C(C1CCC2NC(=O)OCC(F)(F)F)CCC4C3(C=CC(=O)N4C)C. Drug 2: CC1=C2C(C(=O)C3(C(CC4C(C3C(C(C2(C)C)(CC1OC(=O)C(C(C5=CC=CC=C5)NC(=O)C6=CC=CC=C6)O)O)OC(=O)C7=CC=CC=C7)(CO4)OC(=O)C)O)C)OC(=O)C. Cell line: SK-OV-3. Synergy scores: CSS=35.0, Synergy_ZIP=7.54, Synergy_Bliss=8.31, Synergy_Loewe=-33.0, Synergy_HSA=3.91. (2) Drug 1: C1=NC2=C(N1)C(=S)N=CN2. Drug 2: CC1=C(C=C(C=C1)C(=O)NC2=CC(=CC(=C2)C(F)(F)F)N3C=C(N=C3)C)NC4=NC=CC(=N4)C5=CN=CC=C5. Cell line: NCI-H522. Synergy scores: CSS=8.23, Synergy_ZIP=-3.45, Synergy_Bliss=-1.75, Synergy_Loewe=-1.21, Synergy_HSA=0.0409.